Dataset: TCR-epitope binding with 47,182 pairs between 192 epitopes and 23,139 TCRs. Task: Binary Classification. Given a T-cell receptor sequence (or CDR3 region) and an epitope sequence, predict whether binding occurs between them. (1) The epitope is YLKLTDNVYIK. The TCR CDR3 sequence is CASRPPEGWGDEQYF. Result: 0 (the TCR does not bind to the epitope). (2) The epitope is RAKFKQLL. The TCR CDR3 sequence is CASSLLRAGYTEAFF. Result: 1 (the TCR binds to the epitope). (3) The epitope is LQPFPQPELPYPQPQ. The TCR CDR3 sequence is CSVEVQGNNGYTF. Result: 0 (the TCR does not bind to the epitope). (4) The epitope is IPIQASLPF. The TCR CDR3 sequence is CASSDCGDTYEQYF. Result: 1 (the TCR binds to the epitope).